From a dataset of Reaction yield outcomes from USPTO patents with 853,638 reactions. Predict the reaction yield, written as a fraction of the theoretical maximum amount of product (1.0 means a 100% yield; for example, 0.34 means a 34% yield). (1) The reactants are [OH:1][C:2]1[CH:7]=[N:6][N:5]([CH:8]2[CH2:13][CH2:12][CH2:11][CH2:10][O:9]2)[C:4](=[O:14])[CH:3]=1.Br[CH2:16][C:17]1[CH:18]=[CH:19][C:20]([CH3:23])=[N:21][CH:22]=1. No catalyst specified. The product is [CH3:23][C:20]1[N:21]=[CH:22][C:17]([CH2:16][O:1][C:2]2[CH:7]=[N:6][N:5]([CH:8]3[CH2:13][CH2:12][CH2:11][CH2:10][O:9]3)[C:4](=[O:14])[CH:3]=2)=[CH:18][CH:19]=1. The yield is 0.430. (2) The reactants are [O:1]1[C:5]2[CH:6]=[CH:7][C:8]([C:10]3([C:13]([NH:15][C:16]4[CH:17]=[C:18]5[C:22](=[C:23]([C:25]#[N:26])[CH:24]=4)[NH:21][C:20]([C:27]([CH3:30])([CH3:29])[CH3:28])=[CH:19]5)=[O:14])[CH2:12][CH2:11]3)=[CH:9][C:4]=2[O:3][CH2:2]1.[H][H]. The catalyst is C(OCC)(=O)C.[Pd]. The product is [NH2:26][CH2:25][C:23]1[CH:24]=[C:16]([NH:15][C:13]([C:10]2([C:8]3[CH:7]=[CH:6][C:5]4[O:1][CH2:2][O:3][C:4]=4[CH:9]=3)[CH2:11][CH2:12]2)=[O:14])[CH:17]=[C:18]2[C:22]=1[NH:21][C:20]([C:27]([CH3:30])([CH3:29])[CH3:28])=[CH:19]2. The yield is 0.320. (3) The reactants are [Cl:1][C:2]1[CH:3]=[C:4]([CH:19]=[CH:20][CH:21]=1)[CH2:5][O:6][C:7]1[CH:15]=[CH:14][CH:13]=[C:9]([C:10]([OH:12])=O)[C:8]=1[C:16]([OH:18])=O.Cl.[NH2:23][CH:24]1[CH2:30][CH2:29][C:28](=[O:31])[NH:27][C:25]1=[O:26]. The catalyst is N1C=CC=CC=1. The product is [Cl:1][C:2]1[CH:3]=[C:4]([CH:19]=[CH:20][CH:21]=1)[CH2:5][O:6][C:7]1[CH:15]=[CH:14][CH:13]=[C:9]2[C:8]=1[C:16](=[O:18])[N:23]([CH:24]1[CH2:30][CH2:29][C:28](=[O:31])[NH:27][C:25]1=[O:26])[C:10]2=[O:12]. The yield is 0.370. (4) The reactants are [C:1]([O:5][C:6](=[O:22])[NH:7][CH2:8][CH:9]1[CH2:13][CH2:12][N:11](C(C2C=CC=CC=2)C)[CH2:10]1)([CH3:4])([CH3:3])[CH3:2]. The catalyst is CO.[Pd]. The product is [C:1]([O:5][C:6](=[O:22])[NH:7][CH2:8][CH:9]1[CH2:13][CH2:12][NH:11][CH2:10]1)([CH3:4])([CH3:2])[CH3:3]. The yield is 0.760. (5) The yield is 0.600. The product is [F:10][C:8]1[CH:9]=[C:2]2[C:3]([CH:4]=[C:14]([C:15]([O:17][CH2:18][CH3:19])=[O:16])[CH:13]([C:12]([F:11])([F:21])[F:20])[O:1]2)=[CH:6][CH:7]=1. The reactants are [OH:1][C:2]1[CH:9]=[C:8]([F:10])[CH:7]=[CH:6][C:3]=1[CH:4]=O.[F:11][C:12]([F:21])([F:20])/[CH:13]=[CH:14]/[C:15]([O:17][CH2:18][CH3:19])=[O:16].C(=O)([O-])[O-].[K+].[K+].C(OCC)(=O)C. The catalyst is CN(C)C=O. (6) The yield is 0.770. The product is [C:1]([C:3](=[N:15][O:16][CH:17]([CH3:19])[CH3:18])[C:4]([N:10]1[CH:14]=[N:13][CH:12]=[N:11]1)=[N:5][O:6][CH:7]([CH3:9])[CH3:8])(=[O:24])[NH2:2]. The catalyst is CS(C)=O. The reactants are [C:1]([C:3](=[N:15][O:16][CH:17]([CH3:19])[CH3:18])[C:4]([N:10]1[CH:14]=[N:13][CH:12]=[N:11]1)=[N:5][O:6][CH:7]([CH3:9])[CH3:8])#[N:2].O.OO.C(=O)([O-])[O-:24].[K+].[K+]. (7) The reactants are Br[C:2]1[CH:3]=[C:4]([C:8]2([C:18]3[CH:23]=[CH:22][N:21]=[C:20]([C:24]([F:27])([F:26])[F:25])[CH:19]=3)[C:16]3[C:11](=[N:12][CH:13]=[CH:14][CH:15]=3)[C:10]([NH2:17])=[N:9]2)[CH:5]=[CH:6][CH:7]=1.[Cl:28][C:29]1[CH:30]=[C:31](B(O)O)[CH:32]=[N:33][CH:34]=1. No catalyst specified. The product is [Cl:28][C:29]1[CH:30]=[C:31]([C:2]2[CH:3]=[C:4]([C:8]3([C:18]4[CH:23]=[CH:22][N:21]=[C:20]([C:24]([F:27])([F:25])[F:26])[CH:19]=4)[C:16]4[C:11](=[N:12][CH:13]=[CH:14][CH:15]=4)[C:10]([NH2:17])=[N:9]3)[CH:5]=[CH:6][CH:7]=2)[CH:32]=[N:33][CH:34]=1. The yield is 0.220.